From a dataset of Reaction yield outcomes from USPTO patents with 853,638 reactions. Predict the reaction yield, written as a fraction of the theoretical maximum amount of product (1.0 means a 100% yield; for example, 0.34 means a 34% yield). (1) The reactants are [CH:1]1([CH2:4][O:5][C:6]2[CH:11]=[CH:10][C:9]([S:12]([CH3:15])(=[O:14])=[O:13])=[CH:8][C:7]=2[C:16]2[CH:17]=[CH:18][C:19](=[O:23])[N:20]([CH3:22])[CH:21]=2)[CH2:3][CH2:2]1.[I:24]N1C(=O)CCC1=O. The catalyst is CN(C=O)C. The product is [CH:1]1([CH2:4][O:5][C:6]2[CH:11]=[CH:10][C:9]([S:12]([CH3:15])(=[O:14])=[O:13])=[CH:8][C:7]=2[C:16]2[CH:17]=[C:18]([I:24])[C:19](=[O:23])[N:20]([CH3:22])[CH:21]=2)[CH2:3][CH2:2]1. The yield is 0.910. (2) The reactants are [C:1]([O:7][CH2:8][C@H:9]([C:15]1[C:37]([CH3:38])=[CH:36][C:18]2[N:19]=[C:20]([C:22]3[CH:27]=[CH:26][CH:25]=[C:24]([O:28]CC4C=CC=CC=4)[CH:23]=3)[S:21][C:17]=2[C:16]=1[C:39]1[CH:44]=[CH:43][C:42]([Cl:45])=[CH:41][CH:40]=1)[O:10][C:11]([CH3:14])([CH3:13])[CH3:12])(=[O:6])[C:2]([CH3:5])([CH3:4])[CH3:3].[H][H].N1C=CC=CC=1.[O:54](S(C(F)(F)F)(=O)=O)[S:55]([C:58]([F:61])([F:60])[F:59])(=O)=[O:56]. The catalyst is CCO.CCOC(C)=O.[Pd]. The product is [C:1]([O:7][CH2:8][C@@H:9]([O:10][C:11]([CH3:14])([CH3:13])[CH3:12])[C:15]1[C:37]([CH3:38])=[CH:36][C:18]2[N:19]=[C:20]([C:22]3[CH:27]=[CH:26][CH:25]=[C:24]([O:28][S:55]([C:58]([F:61])([F:60])[F:59])(=[O:56])=[O:54])[CH:23]=3)[S:21][C:17]=2[C:16]=1[C:39]1[CH:40]=[CH:41][C:42]([Cl:45])=[CH:43][CH:44]=1)(=[O:6])[C:2]([CH3:4])([CH3:3])[CH3:5]. The yield is 0.820. (3) The reactants are [F:1][C:2]([F:15])([C:8]1[CH:13]=[CH:12][C:11]([CH3:14])=[CH:10][N:9]=1)[C:3]([O:5]CC)=[O:4].O.[OH-].[Li+]. The catalyst is CO.O1CCCC1.O. The product is [F:15][C:2]([F:1])([C:8]1[CH:13]=[CH:12][C:11]([CH3:14])=[CH:10][N:9]=1)[C:3]([OH:5])=[O:4]. The yield is 0.870. (4) The product is [CH3:1][O:2][C:3](=[O:29])[C:4]1[CH:9]=[CH:8][C:7]([CH3:10])=[C:6]([N:11]2[C:16]([CH3:17])=[CH:15][C:14]([CH2:18][O:19][C:20]3[CH:25]=[CH:24][C:23]([F:26])=[CH:22][C:21]=3[F:27])=[C:13]([Br:30])[C:12]2=[O:28])[CH:5]=1. The reactants are [CH3:1][O:2][C:3](=[O:29])[C:4]1[CH:9]=[CH:8][C:7]([CH3:10])=[C:6]([N:11]2[C:16]([CH3:17])=[CH:15][C:14]([CH2:18][O:19][C:20]3[CH:25]=[CH:24][C:23]([F:26])=[CH:22][C:21]=3[F:27])=[CH:13][C:12]2=[O:28])[CH:5]=1.[Br:30]Br. The catalyst is C(O)(=O)C. The yield is 1.00. (5) The reactants are [N+:1]([C:4]1[CH:21]=[CH:20][C:7]([O:8][C@@H:9]2[CH2:14][CH2:13][C@H:12]([C:15]([O:17][CH2:18][CH3:19])=[O:16])[CH2:11][CH2:10]2)=[CH:6][CH:5]=1)([O-])=O. The catalyst is CCO.C1COCC1.[Pd]. The product is [NH2:1][C:4]1[CH:5]=[CH:6][C:7]([O:8][C@@H:9]2[CH2:14][CH2:13][C@H:12]([C:15]([O:17][CH2:18][CH3:19])=[O:16])[CH2:11][CH2:10]2)=[CH:20][CH:21]=1. The yield is 1.00. (6) The reactants are [Cl:1][C:2]1[CH:7]=[CH:6][C:5]([CH:8]([C:11]2[CH:16]=[CH:15][C:14]([Cl:17])=[CH:13][CH:12]=2)[CH:9]=O)=[CH:4][CH:3]=1.[C:18]([N:25]1[CH2:30][CH2:29][NH:28][CH2:27][CH2:26]1)([O:20][C:21]([CH3:24])([CH3:23])[CH3:22])=[O:19].C([BH3-])#N.[Na+].O. The catalyst is CO. The product is [C:21]([O:20][C:18]([N:25]1[CH2:30][CH2:29][N:28]([CH2:9][CH:8]([C:11]2[CH:16]=[CH:15][C:14]([Cl:17])=[CH:13][CH:12]=2)[C:5]2[CH:6]=[CH:7][C:2]([Cl:1])=[CH:3][CH:4]=2)[CH2:27][CH2:26]1)=[O:19])([CH3:24])([CH3:22])[CH3:23]. The yield is 0.110. (7) The reactants are [C:1]([O:5][C:6]([N:8]1[CH2:11][C:10]([CH3:30])([C@@H:12]([C:14]2[CH:15]=[C:16]3[C:25](=[CH:26][CH:27]=2)[O:24][CH2:23][C:22]2[N:17]3[C@H:18]([CH3:29])[C:19](=[O:28])[NH:20][N:21]=2)[CH3:13])[CH2:9]1)=[O:7])([CH3:4])([CH3:3])[CH3:2].[Br:31]Br.CO.C(OC(OC(C)(C)C)=O)(OC(C)(C)C)=O. The catalyst is CC(O)=O. The product is [C:1]([O:5][C:6]([N:8]1[CH2:11][C:10]([C@H:12]([C:14]2[CH:15]=[C:16]3[C:25](=[CH:26][C:27]=2[Br:31])[O:24][CH2:23][C:22]2[N:17]3[C@H:18]([CH3:29])[C:19](=[O:28])[NH:20][N:21]=2)[CH3:13])([CH3:30])[CH2:9]1)=[O:7])([CH3:2])([CH3:3])[CH3:4]. The yield is 0.360. (8) The reactants are O[CH:2]([C:4]1[CH:9]=[CH:8][C:7]([CH:10]2[CH2:15][CH2:14][N:13]([C:16]([O:18][C:19]([CH3:22])([CH3:21])[CH3:20])=[O:17])[CH2:12][CH2:11]2)=[CH:6][N:5]=1)[CH3:3].[CH3:23][S:24]([C:27]1[CH:28]=[C:29]2[C:33](=[CH:34][CH:35]=1)[NH:32][CH:31]=[CH:30]2)(=[O:26])=[O:25]. No catalyst specified. The product is [CH3:23][S:24]([C:27]1[CH:28]=[C:29]2[C:33](=[CH:34][CH:35]=1)[N:32]([CH:2]([C:4]1[CH:9]=[CH:8][C:7]([CH:10]3[CH2:15][CH2:14][N:13]([C:16]([O:18][C:19]([CH3:22])([CH3:21])[CH3:20])=[O:17])[CH2:12][CH2:11]3)=[CH:6][N:5]=1)[CH3:3])[CH:31]=[CH:30]2)(=[O:26])=[O:25]. The yield is 0.350. (9) The reactants are CO[C:3]([C@H:5]1[N:9]2[C:10](=[O:29])[CH:11]=[C:12]([CH2:22][CH2:23][CH2:24][CH2:25][CH2:26][CH2:27][CH3:28])[C:13]([C:14]3[CH:19]=[CH:18][C:17]([F:20])=[C:16]([F:21])[CH:15]=3)=[C:8]2[S:7][CH2:6]1)=[O:4].C1(N=C=NC2CCCCC2)CCCCC1.ON1C2C=CC=CC=2N=N1.[NH2:55][CH2:56][CH2:57][C:58]#[N:59]. The catalyst is CN(C=O)C. The product is [C:56]([CH2:57][CH2:58][NH:59][C:3]([C@H:5]1[N:9]2[C:10](=[O:29])[CH:11]=[C:12]([CH2:22][CH2:23][CH2:24][CH2:25][CH2:26][CH2:27][CH3:28])[C:13]([C:14]3[CH:19]=[CH:18][C:17]([F:20])=[C:16]([F:21])[CH:15]=3)=[C:8]2[S:7][CH2:6]1)=[O:4])#[N:55]. The yield is 0.602.